This data is from Forward reaction prediction with 1.9M reactions from USPTO patents (1976-2016). The task is: Predict the product of the given reaction. (1) Given the reactants [Br:1][C:2]1[CH:7]=[CH:6][C:5]([C:8]([C:10]2[CH:15]=[CH:14][CH:13]=[C:12]([O:16][CH3:17])[CH:11]=2)=[O:9])=[CH:4][CH:3]=1.[Si]([C:22]#[N:23])(C)(C)C.[H-].[Al+3].[Li+].[H-].[H-].[H-].[OH-].[Na+], predict the reaction product. The product is: [NH2:23][CH2:22][C:8]([C:5]1[CH:4]=[CH:3][C:2]([Br:1])=[CH:7][CH:6]=1)([C:10]1[CH:15]=[CH:14][CH:13]=[C:12]([O:16][CH3:17])[CH:11]=1)[OH:9]. (2) Given the reactants [CH3:1][C:2]1[O:6][C:5]([C:7]2[CH:16]=[CH:15][C:10]([C:11]([O:13]C)=[O:12])=[CH:9][CH:8]=2)=[N:4][C:3]=1[CH2:17][S:18]([C:21]1[CH:26]=[CH:25][C:24]([CH2:27][N:28]2[CH2:33][CH2:32][O:31][CH2:30][CH2:29]2)=[CH:23][CH:22]=1)(=[O:20])=[O:19], predict the reaction product. The product is: [CH3:1][C:2]1[O:6][C:5]([C:7]2[CH:16]=[CH:15][C:10]([C:11]([OH:13])=[O:12])=[CH:9][CH:8]=2)=[N:4][C:3]=1[CH2:17][S:18]([C:21]1[CH:26]=[CH:25][C:24]([CH2:27][N:28]2[CH2:33][CH2:32][O:31][CH2:30][CH2:29]2)=[CH:23][CH:22]=1)(=[O:19])=[O:20]. (3) Given the reactants [C:1]([O:5][C:6]([N:8]1[C:13](=[O:14])[CH2:12][CH:11]([CH3:15])[C:10]([C:16]2[CH:21]=[CH:20][C:19]([O:22][CH2:23][CH2:24]O)=[CH:18][CH:17]=2)=[N:9]1)=[O:7])([CH3:4])([CH3:3])[CH3:2].N1C=CN=C1.C1(P(C2C=CC=CC=2)C2C=CC=CC=2)C=CC=CC=1.[I:50]I.S([O-])([O-])(=O)=S.[Na+].[Na+], predict the reaction product. The product is: [C:1]([O:5][C:6]([N:8]1[C:13](=[O:14])[CH2:12][CH:11]([CH3:15])[C:10]([C:16]2[CH:21]=[CH:20][C:19]([O:22][CH2:23][CH2:24][I:50])=[CH:18][CH:17]=2)=[N:9]1)=[O:7])([CH3:4])([CH3:3])[CH3:2]. (4) Given the reactants [C:1]([C:9](=[CH:15]OCC)[C:10]([O:12]CC)=O)(=[O:8])[C:2]1[CH:7]=[CH:6][CH:5]=[CH:4][CH:3]=1.[C:19]1([N:25]2[C:29]([NH2:30])=[CH:28][CH:27]=[N:26]2)[CH:24]=[CH:23][CH:22]=[CH:21][CH:20]=1.C1(OC2C=CC=CC=2)C=CC=CC=1, predict the reaction product. The product is: [OH:12][C:10]1[C:9]([C:1]([C:2]2[CH:3]=[CH:4][CH:5]=[CH:6][CH:7]=2)=[O:8])=[CH:15][N:30]=[C:29]2[N:25]([C:19]3[CH:24]=[CH:23][CH:22]=[CH:21][CH:20]=3)[N:26]=[CH:27][C:28]=12. (5) Given the reactants [CH3:1][C:2]([Si:5](Cl)([CH3:7])[CH3:6])([CH3:4])[CH3:3].Cl.[F:10][C:11]1([F:27])[C@H:15]([OH:16])[C@@H:14]([CH2:17][OH:18])[O:13][C@H:12]1[N:19]1[CH:26]=[CH:25][C:23]([NH2:24])=[N:22][C:20]1=[O:21], predict the reaction product. The product is: [Si:5]([O:18][CH2:17][C@H:14]1[O:13][C@@H:12]([N:19]2[CH:26]=[CH:25][C:23]([NH2:24])=[N:22][C:20]2=[O:21])[C:11]([F:10])([F:27])[C@@H:15]1[OH:16])([C:2]([CH3:4])([CH3:3])[CH3:1])([CH3:7])[CH3:6]. (6) Given the reactants [CH:1]1([O:6][C:7](=[O:21])[C@H:8]([CH2:17][CH2:18][S:19][CH3:20])[NH:9]C(OC(C)(C)C)=O)[CH2:5][CH2:4][CH2:3][CH2:2]1.C(O)(C(F)(F)F)=O.C([SiH](CC)CC)C, predict the reaction product. The product is: [CH:1]1([O:6][C:7](=[O:21])[C@H:8]([CH2:17][CH2:18][S:19][CH3:20])[NH2:9])[CH2:2][CH2:3][CH2:4][CH2:5]1. (7) Given the reactants CO[CH:3](OC)[CH2:4][CH:5](OC)OC.[CH3:12][NH:13][C:14]([NH:16][CH3:17])=[O:15].[S:18](=[O:22])(=[O:21])([OH:20])[OH:19], predict the reaction product. The product is: [S:18]([O-:22])([O-:21])(=[O:20])=[O:19].[CH3:12][N+:13]1[C:14](=[O:15])[N:16]([CH3:17])[CH:5]=[CH:4][CH:3]=1.[CH3:12][N+:13]1[C:14](=[O:15])[N:16]([CH3:17])[CH:5]=[CH:4][CH:3]=1.